This data is from Forward reaction prediction with 1.9M reactions from USPTO patents (1976-2016). The task is: Predict the product of the given reaction. (1) The product is: [F:9][C:10]1[CH:11]=[CH:12][C:13]([C:16]([CH3:20])([CH3:19])[CH2:17][NH:18][C:2]2[N+:3]([O-:8])=[N:4][CH:5]=[CH:6][N:7]=2)=[CH:14][CH:15]=1. Given the reactants Br[C:2]1[N+:3]([O-:8])=[N:4][CH:5]=[CH:6][N:7]=1.[F:9][C:10]1[CH:15]=[CH:14][C:13]([C:16]([CH3:20])([CH3:19])[CH2:17][NH2:18])=[CH:12][CH:11]=1.C(N(C(C)C)CC)(C)C, predict the reaction product. (2) Given the reactants C[O:2][C:3](=[O:24])[C:4]1[CH:9]=[C:8]([C:10]2[S:11][CH:12]=[C:13]([C:15]3[CH:20]=[CH:19][C:18]([Cl:21])=[C:17]([Cl:22])[CH:16]=3)[N:14]=2)[CH:7]=[CH:6][C:5]=1Br.Cl.[N:26]1[CH:31]=[CH:30][C:29](B(O)O)=[C:28]([CH3:35])[CH:27]=1, predict the reaction product. The product is: [Cl:22][C:17]1[CH:16]=[C:15]([C:13]2[N:14]=[C:10]([C:8]3[CH:7]=[CH:6][C:5]([C:29]4[CH:30]=[CH:31][N:26]=[CH:27][C:28]=4[CH3:35])=[C:4]([CH:9]=3)[C:3]([OH:2])=[O:24])[S:11][CH:12]=2)[CH:20]=[CH:19][C:18]=1[Cl:21].